From a dataset of Reaction yield outcomes from USPTO patents with 853,638 reactions. Predict the reaction yield, written as a fraction of the theoretical maximum amount of product (1.0 means a 100% yield; for example, 0.34 means a 34% yield). (1) The reactants are [C:1]([C:3]1[S:4][C:5]([CH3:8])=[CH:6][CH:7]=1)#[N:2].[Br:9]N1C(=O)CCC1=O.N(C(C)(C)C#N)=NC(C)(C)C#N. The catalyst is C(Cl)(Cl)(Cl)Cl. The product is [C:1]([C:3]1[S:4][C:5]([CH2:8][Br:9])=[CH:6][CH:7]=1)#[N:2]. The yield is 0.910. (2) The reactants are [NH2:1][C:2]1[CH:7]=[C:6]([CH2:8][CH2:9][O:10][C:11]2[C:20]3[C:15](=[CH:16][CH:17]=[CH:18][CH:19]=3)[C:14]([NH:21][C:22]([NH:24][C:25]3[N:29]([C:30]4[CH:35]=[CH:34][C:33]([CH3:36])=[CH:32][CH:31]=4)[N:28]=[C:27]([C:37]([CH3:40])([CH3:39])[CH3:38])[CH:26]=3)=[O:23])=[CH:13][CH:12]=2)[CH:5]=[CH:4][N:3]=1.CCN(C(C)C)C(C)C.[CH3:50][O:51][CH2:52][C:53](Cl)=[O:54]. The catalyst is C(Cl)Cl.C([O-])(O)=O.[Na+]. The product is [C:37]([C:27]1[CH:26]=[C:25]([NH:24][C:22](=[O:23])[NH:21][C:14]2[C:15]3[C:20](=[CH:19][CH:18]=[CH:17][CH:16]=3)[C:11]([O:10][CH2:9][CH2:8][C:6]3[CH:5]=[CH:4][N:3]=[C:2]([NH:1][C:53](=[O:54])[CH2:52][O:51][CH3:50])[CH:7]=3)=[CH:12][CH:13]=2)[N:29]([C:30]2[CH:31]=[CH:32][C:33]([CH3:36])=[CH:34][CH:35]=2)[N:28]=1)([CH3:40])([CH3:39])[CH3:38]. The yield is 0.130. (3) The reactants are [NH2:1][C:2]([C:7]1[CH:8]=[N:9][C:10]2[C:15]([CH:16]=1)=[CH:14][CH:13]=[C:12]([O:17][CH2:18][CH2:19][CH2:20][CH2:21][CH2:22][CH2:23][CH3:24])[CH:11]=2)([CH3:6])[C:3](O)=[O:4].[H-].[H-].[H-].[H-].[Li+].[Al+3].O.CC(=O)OCC. The catalyst is C1COCC1. The product is [NH2:1][C:2]([C:7]1[CH:8]=[N:9][C:10]2[C:15]([CH:16]=1)=[CH:14][CH:13]=[C:12]([O:17][CH2:18][CH2:19][CH2:20][CH2:21][CH2:22][CH2:23][CH3:24])[CH:11]=2)([CH3:6])[CH2:3][OH:4]. The yield is 0.350. (4) The reactants are [CH3:1][C:2]([C:4]1[CH:9]=[CH:8][C:7](Br)=[CH:6][CH:5]=1)=[O:3].[NH:11]1[CH:15]=[N:14][CH:13]=[N:12]1.C([O-])([O-])=O.[Cs+].[Cs+]. The catalyst is CN(C=O)C.O.[Cu]I. The product is [N:11]1([C:7]2[CH:8]=[CH:9][C:4]([C:2](=[O:3])[CH3:1])=[CH:5][CH:6]=2)[CH:15]=[N:14][CH:13]=[N:12]1. The yield is 0.960. (5) The reactants are [NH2:1][C:2]1[CH:7]=[CH:6][C:5]([S:8]([N:11]([CH2:16][C@H:17]2[O:21][C:20]([CH3:23])([CH3:22])[N:19]([C:24]([O:26][C@H:27]3[C@H:34]4[C@H:30]([O:31][CH2:32][CH2:33]4)[O:29][CH2:28]3)=[O:25])[C@H:18]2[CH2:35][C:36]2[CH:41]=[CH:40][C:39]([OH:42])=[CH:38][CH:37]=2)[CH2:12][CH:13]([CH3:15])[CH3:14])(=[O:10])=[O:9])=[CH:4][CH:3]=1.C(=O)([O-])[O-].[Cs+].[Cs+].Br[CH2:50][C:51]1[CH:52]=[C:53]([CH:56]=[CH:57][CH:58]=1)[C:54]#[N:55].CCOCC. The catalyst is CN(C)C=O. The product is [NH2:1][C:2]1[CH:7]=[CH:6][C:5]([S:8]([N:11]([CH2:16][C@H:17]2[O:21][C:20]([CH3:22])([CH3:23])[N:19]([C:24]([O:26][C@H:27]3[C@H:34]4[C@H:30]([O:31][CH2:32][CH2:33]4)[O:29][CH2:28]3)=[O:25])[C@H:18]2[CH2:35][C:36]2[CH:37]=[CH:38][C:39]([O:42][CH2:50][C:51]3[CH:58]=[CH:57][CH:56]=[C:53]([C:54]#[N:55])[CH:52]=3)=[CH:40][CH:41]=2)[CH2:12][CH:13]([CH3:15])[CH3:14])(=[O:9])=[O:10])=[CH:4][CH:3]=1. The yield is 0.850.